From a dataset of Forward reaction prediction with 1.9M reactions from USPTO patents (1976-2016). Predict the product of the given reaction. (1) Given the reactants Br[C:2]1[S:3][C:4]([C:7]([O:9][CH3:10])=[O:8])=[CH:5][N:6]=1.[F:11][C:12]([F:27])([F:26])[C:13]1[CH:14]=[C:15](B(O)O)[CH:16]=[C:17]([C:19]([F:22])([F:21])[F:20])[CH:18]=1, predict the reaction product. The product is: [F:11][C:12]([F:26])([F:27])[C:13]1[CH:14]=[C:15]([C:2]2[S:3][C:4]([C:7]([O:9][CH3:10])=[O:8])=[CH:5][N:6]=2)[CH:16]=[C:17]([C:19]([F:20])([F:21])[F:22])[CH:18]=1. (2) Given the reactants [CH3:1][NH:2][C:3]([C:5]1[N:10]=[N:9][C:8]([O:11][CH2:12][C:13]2[CH:30]=[CH:29][C:16]3[CH2:17][CH2:18][N:19](C(OC(C)(C)C)=O)[CH2:20][CH2:21][C:15]=3[CH:14]=2)=[CH:7][CH:6]=1)=[O:4].FC(F)(F)C(O)=O, predict the reaction product. The product is: [CH3:1][NH:2][C:3]([C:5]1[N:10]=[N:9][C:8]([O:11][CH2:12][C:13]2[CH:30]=[CH:29][C:16]3[CH2:17][CH2:18][NH:19][CH2:20][CH2:21][C:15]=3[CH:14]=2)=[CH:7][CH:6]=1)=[O:4].